This data is from Catalyst prediction with 721,799 reactions and 888 catalyst types from USPTO. The task is: Predict which catalyst facilitates the given reaction. (1) Reactant: [I:1][C:2]1[CH:7]=[CH:6][C:5]([C@@H:8]2[CH2:10][C@H:9]2[NH:11][CH2:12][CH:13]2[CH2:18][CH2:17][N:16]([C:19]([O:21][C:22]([CH3:25])([CH3:24])[CH3:23])=[O:20])[CH2:15][CH2:14]2)=[CH:4][CH:3]=1.C(N(CC)CC)C.[F:33][C:34]([F:45])([F:44])[C:35](O[C:35](=[O:36])[C:34]([F:45])([F:44])[F:33])=[O:36]. Product: [F:33][C:34]([F:45])([F:44])[C:35]([N:11]([CH2:12][CH:13]1[CH2:18][CH2:17][N:16]([C:19]([O:21][C:22]([CH3:25])([CH3:24])[CH3:23])=[O:20])[CH2:15][CH2:14]1)[C@@H:9]1[CH2:10][C@H:8]1[C:5]1[CH:4]=[CH:3][C:2]([I:1])=[CH:7][CH:6]=1)=[O:36]. The catalyst class is: 22. (2) Reactant: [C:1](O)(=O)[C:2]([CH3:4])=[CH2:3].C(=O)([O-])[O-].[Na+:11].[Na+].C(O[CH2:18][CH2:19][CH2:20][CH3:21])(=O)C=C.C(OC)(=O)[C:23]([CH3:25])=[CH2:24].[S:29]([O:33][O:33][S:29]([O-])(=[O:31])=[O:30])([O-])(=[O:31])=[O:30].[NH4+].[NH4+].[C:41](OO)(C)([CH3:43])[CH3:42].C(O)[C@@H](O)[C@H:49]1O[C:52](=O)[C:51](O)=[C:50]1O.[OH-].[NH4+].CN1SC=CC1=O.CN1SC(Cl)=CC1=O. Product: [CH3:52][CH2:51][CH2:50][CH2:49][CH2:24][CH2:23][CH2:25][CH2:18][CH2:19][CH2:20][CH2:21][CH2:4][C:2]1[C:1]([S:29]([O-:33])(=[O:31])=[O:30])=[CH:43][CH:41]=[CH:42][CH:3]=1.[Na+:11]. The catalyst class is: 6. (3) Reactant: [CH3:1][CH:2]1[CH2:6][CH2:5][CH:4]([CH3:7])[NH:3]1.Br[CH2:9][C:10]#[N:11].C(=O)([O-])[O-].[Na+].[Na+]. Product: [CH3:1][CH:2]1[CH2:6][CH2:5][CH:4]([CH3:7])[N:3]1[CH2:9][C:10]#[N:11]. The catalyst class is: 1. (4) Reactant: [Br:1][C:2]1[CH:7]=[CH:6][C:5]([C:8]([C:20]#[CH:21])([C:10]2[CH:15]=[CH:14][C:13]([O:16][CH2:17][CH2:18][CH3:19])=[CH:12][CH:11]=2)[OH:9])=[CH:4][CH:3]=1.[C:22]([C:27]1[CH:36]=[C:35](O)[C:34]2[C:29](=[CH:30][CH:31]=[CH:32][CH:33]=2)[C:28]=1[OH:38])([O:24][CH2:25][CH3:26])=[O:23].C1(C)C=CC(S(O)(=O)=O)=CC=1. Product: [Br:1][C:2]1[CH:3]=[CH:4][C:5]([C:8]2([C:10]3[CH:15]=[CH:14][C:13]([O:16][CH2:17][CH2:18][CH3:19])=[CH:12][CH:11]=3)[CH:20]=[CH:21][C:36]3[C:27]([C:22]([O:24][CH2:25][CH3:26])=[O:23])=[C:28]([OH:38])[C:29]4[CH:30]=[CH:31][CH:32]=[CH:33][C:34]=4[C:35]=3[O:9]2)=[CH:6][CH:7]=1. The catalyst class is: 2. (5) Reactant: [Cl:1][C:2]1[CH:13]=[CH:12][C:5]([C:6](N(OC)C)=[O:7])=[CH:4][N:3]=1.[H-].C([Al+]CC(C)C)C(C)C.CCCCCC.[Na+].[Cl-]. Product: [Cl:1][C:2]1[CH:13]=[CH:12][C:5]([CH:6]=[O:7])=[CH:4][N:3]=1. The catalyst class is: 7. (6) Reactant: [C:1]([O-])(=O)C.[NH2:5][CH:6]=[NH2+:7].[C:8](#[N:12])[CH2:9][C:10]#[N:11].C[O-].[Na+].C[O-]. Product: [NH2:7][C:6]1[C:9]([C:8]#[N:12])=[CH:10][N:11]=[CH:1][N:5]=1. The catalyst class is: 5. (7) Reactant: [CH3:1][C:2]1[C:6]([C:7]([OH:9])=O)=[CH:5][O:4][N:3]=1.O1CCCC1.C(Cl)(=O)C(Cl)=O.[NH2:21][C:22]1[CH:23]=[C:24]([CH:41]=[CH:42][C:43]=1[F:44])[O:25][C:26]1[CH:27]=[CH:28][C:29]2[N:30]([CH:32]=[C:33]([NH:35][C:36]([CH:38]3[CH2:40][CH2:39]3)=[O:37])[N:34]=2)[N:31]=1. Product: [CH:38]1([C:36]([NH:35][C:33]2[N:34]=[C:29]3[CH:28]=[CH:27][C:26]([O:25][C:24]4[CH:41]=[CH:42][C:43]([F:44])=[C:22]([NH:21][C:7]([C:6]5[C:2]([CH3:1])=[N:3][O:4][CH:5]=5)=[O:9])[CH:23]=4)=[N:31][N:30]3[CH:32]=2)=[O:37])[CH2:39][CH2:40]1. The catalyst class is: 637. (8) Product: [CH3:25][N:2]([CH3:1])[CH2:3][CH2:4][NH:5][C:6]1[N:11]=[C:10]2[NH:12][CH:13]=[C:14]([C:26]#[N:27])[C:9]2=[CH:8][CH:7]=1. The catalyst class is: 10. Reactant: [CH3:1][N:2]([CH3:25])[CH2:3][CH2:4][NH:5][C:6]1[N:11]=[C:10]2[N:12]([Si](C(C)C)(C(C)C)C(C)C)[CH:13]=[CH:14][C:9]2=[CH:8][CH:7]=1.[CH3:26][N:27](C=O)C.ClS(N=C=O)(=O)=O.[Na+].[Cl-].